From a dataset of Catalyst prediction with 721,799 reactions and 888 catalyst types from USPTO. Predict which catalyst facilitates the given reaction. (1) Reactant: [F:1][C:2]([C:8]1[CH:9]=[C:10]([OH:25])[C:11]2[C@@H:12]3[CH2:23][C:22]([CH3:24])=[CH:21][CH2:20][C@H:13]3[C:14]([CH3:19])([CH3:18])[O:15][C:16]=2[CH:17]=1)([F:7])[CH2:3][CH2:4][CH2:5][CH3:6].[F:26][C:27]([C:33]1[CH:34]=[C:35]([OH:50])[C:36]2[C@@H:37]3[CH:48]=[C:47]([CH3:49])[CH2:46][CH2:45][C@H:38]3[C:39]([CH3:44])([CH3:43])[O:40][C:41]=2[CH:42]=1)([F:32])[CH2:28][CH2:29][CH2:30][CH3:31].Cl[C:52](Cl)([O:54][C:55](=[O:61])OC(Cl)(Cl)Cl)Cl.[N+]([O-])([O-])=O.[O:67]([CH2:71][CH2:72][NH3+:73])[N+:68]([O-:70])=[O:69].C(N(CC)CC)C. Product: [N+:68]([O:67][CH2:71][CH2:72][NH:73][C:55](=[O:61])[O:25][C:10]1[CH:9]=[C:8]([C:2]([F:7])([F:1])[CH2:3][CH2:4][CH2:5][CH3:6])[CH:17]=[C:16]2[C:11]=1[C@@H:12]1[CH2:23][C:22]([CH3:24])=[CH:21][CH2:20][C@H:13]1[C:14]([CH3:19])([CH3:18])[O:15]2)([O-:70])=[O:69].[N+:68]([O:67][CH2:71][CH2:72][NH:73][C:52](=[O:54])[O:50][C:35]1[CH:34]=[C:33]([C:27]([F:32])([F:26])[CH2:28][CH2:29][CH2:30][CH3:31])[CH:42]=[C:41]2[C:36]=1[C@@H:37]1[CH:48]=[C:47]([CH3:49])[CH2:46][CH2:45][C@H:38]1[C:39]([CH3:44])([CH3:43])[O:40]2)([O-:70])=[O:69]. The catalyst class is: 34. (2) Reactant: BrC1C([N:8](COC)[S:9]([C:12]2[CH:17]=[CH:16][C:15]([O:18][CH:19]([CH3:21])[CH3:20])=[CH:14][CH:13]=2)(=[O:11])=[O:10])=CC(Cl)=CN=1.CON(C)[C:29](=[O:37])[C:30]1[CH:35]=[CH:34][CH:33]=[N:32][C:31]=1[CH3:36].[ClH:39].O1[CH2:45][CH2:44]OCC1. Product: [Cl:39][C:30]1[CH:29]=[C:44]([C:17]2[CH:16]=[C:15]([O:18][CH:19]([CH3:20])[CH3:21])[CH:14]=[CH:13][C:12]=2[S:9]([NH2:8])(=[O:10])=[O:11])[C:45]([C:29]([C:30]2[C:31]([CH3:36])=[N:32][CH:33]=[CH:34][CH:35]=2)=[O:37])=[N:32][CH:31]=1. The catalyst class is: 6.